This data is from Forward reaction prediction with 1.9M reactions from USPTO patents (1976-2016). The task is: Predict the product of the given reaction. (1) Given the reactants [NH2:1][C:2]1[CH:7]=[C:6]([C:8]([F:11])([F:10])[F:9])[CH:5]=[CH:4][N:3]=1.[Br:12]N1C(=O)CCC1=O.C(Cl)Cl.[OH-].[Na+], predict the reaction product. The product is: [Br:12][C:5]1[C:6]([C:8]([F:9])([F:11])[F:10])=[CH:7][C:2]([NH2:1])=[N:3][CH:4]=1. (2) Given the reactants [F:1][C:2]1[C:7]2[C:8](=[O:16])[C:9]3[S:15][CH:14]=[CH:13][C:10]=3[CH2:11]S[C:6]=2[CH:5]=[CH:4][CH:3]=1.[S:17]([O:21]OS([O-])(=O)=O)(O)(=O)=[O:18].[K+].S([O-])([O-])(=O)=S.[Na+].[Na+], predict the reaction product. The product is: [F:1][C:2]1[C:7]2[C:8](=[O:16])[C:9]3[S:15][CH:14]=[CH:13][C:10]=3[CH2:11][S:17](=[O:21])(=[O:18])[C:6]=2[CH:5]=[CH:4][CH:3]=1.